From a dataset of Reaction yield outcomes from USPTO patents with 853,638 reactions. Predict the reaction yield, written as a fraction of the theoretical maximum amount of product (1.0 means a 100% yield; for example, 0.34 means a 34% yield). (1) The reactants are [F:1][C:2]1[CH:7]=[CH:6][C:5]([C:8]2([CH3:30])[CH:17]([C:18]3[N:19]([CH3:23])[CH:20]=[CH:21][N:22]=3)[C:16](=O)[C:15]3[C:14]([C:25](OCC)=[O:26])=[CH:13][CH:12]=[CH:11][C:10]=3[NH:9]2)=[CH:4][CH:3]=1.O.[NH2:32][NH2:33]. The catalyst is CO. The product is [F:1][C:2]1[CH:3]=[CH:4][C:5]([C:8]2([CH3:30])[NH:9][C:10]3[C:15]4[C:16](=[N:32][NH:33][C:25](=[O:26])[C:14]=4[CH:13]=[CH:12][CH:11]=3)[CH:17]2[C:18]2[N:19]([CH3:23])[CH:20]=[CH:21][N:22]=2)=[CH:6][CH:7]=1. The yield is 0.360. (2) The reactants are [NH2:1][C:2]([C@@H:4]1[N:8]([C:9]([O:11][C:12]([CH3:15])([CH3:14])[CH3:13])=[O:10])[C@H:7]([C:16]([O:18][CH2:19][CH3:20])=[O:17])[CH2:6][CH2:5]1)=O.N1C(Cl)=NC(Cl)=NC=1Cl. The catalyst is CN(C=O)C. The product is [C:2]([C@@H:4]1[N:8]([C:9]([O:11][C:12]([CH3:14])([CH3:15])[CH3:13])=[O:10])[C@H:7]([C:16]([O:18][CH2:19][CH3:20])=[O:17])[CH2:6][CH2:5]1)#[N:1]. The yield is 0.873. (3) The reactants are Cl[CH2:2][CH:3]1[CH:7]([CH3:8])[O:6][C:5](=[O:9])[O:4]1.[F:10][C:11]1[CH:12]=[C:13]([NH:22][C:23]([C@@H:25]2[N:34]([C:35]([C@@H:37]3[CH2:40][C@H:39]([C:41]([OH:43])=[O:42])[CH2:38]3)=[O:36])[CH2:33][CH2:32][C:31]3[N:30]=[C:29]([O:44][CH3:45])[CH:28]=[CH:27][C:26]2=3)=[O:24])[CH:14]=[C:15]2[C:19]=1[C:18]([CH3:21])([CH3:20])[CH2:17][CH2:16]2.C(=O)([O-])[O-].[K+].[K+].O. The catalyst is CN(C=O)C. The product is [F:10][C:11]1[CH:12]=[C:13]([NH:22][C:23]([C@@H:25]2[N:34]([C:35]([C@@H:37]3[CH2:40][C@H:39]([C:41]([O:43][CH2:2][C:3]4[O:4][C:5](=[O:9])[O:6][C:7]=4[CH3:8])=[O:42])[CH2:38]3)=[O:36])[CH2:33][CH2:32][C:31]3[N:30]=[C:29]([O:44][CH3:45])[CH:28]=[CH:27][C:26]2=3)=[O:24])[CH:14]=[C:15]2[C:19]=1[C:18]([CH3:20])([CH3:21])[CH2:17][CH2:16]2. The yield is 0.475. (4) The reactants are [C:1]1([C:11](=O)[CH:12]([C:19]2[CH:24]=[CH:23][N:22]=[CH:21][CH:20]=2)[CH2:13][C:14](OCC)=[O:15])[C:10]2[C:5](=[CH:6][CH:7]=[CH:8][CH:9]=2)[CH:4]=[CH:3][CH:2]=1.[NH2:26][NH2:27]. The catalyst is C(O)C. The product is [C:1]1([C:11]2[CH:12]([C:19]3[CH:24]=[CH:23][N:22]=[CH:21][CH:20]=3)[CH2:13][C:14](=[O:15])[NH:26][N:27]=2)[C:10]2[C:5](=[CH:6][CH:7]=[CH:8][CH:9]=2)[CH:4]=[CH:3][CH:2]=1. The yield is 1.00. (5) The reactants are [Br:1][C:2]1[CH:8]=[C:7]([F:9])[C:5]([NH2:6])=[C:4]([F:10])[CH:3]=1.[CH3:11][S:12](Cl)(=[O:14])=[O:13]. The catalyst is N1C=CC=CC=1. The product is [Br:1][C:2]1[CH:8]=[C:7]([F:9])[C:5]([NH:6][S:12]([CH3:11])(=[O:14])=[O:13])=[C:4]([F:10])[CH:3]=1. The yield is 0.980. (6) The reactants are [Cl:1][C:2]1[C:7]2[S:8][CH:9]=[CH:10][C:6]=2[CH:5]=[CH:4][CH:3]=1.[B:11](OC(C)C)([O:16]C(C)C)[O:12]C(C)C.[Cl-].[NH4+]. The catalyst is C1COCC1. The product is [Cl:1][C:2]1[C:7]2[S:8][C:9]([B:11]([OH:16])[OH:12])=[CH:10][C:6]=2[CH:5]=[CH:4][CH:3]=1. The yield is 0.960. (7) The reactants are Br[C:2]1[CH:3]=[C:4]([NH2:9])[CH:5]=[CH:6][C:7]=1[F:8].C(B(CC)[C:13]1[CH:14]=[N:15][CH:16]=[CH:17][CH:18]=1)C.C(=O)([O-])[O-].[K+].[K+]. The yield is 0.460. The product is [F:8][C:7]1[CH:6]=[CH:5][C:4]([NH2:9])=[CH:3][C:2]=1[C:13]1[CH:14]=[N:15][CH:16]=[CH:17][CH:18]=1. The catalyst is COCCOC.O.C1C=CC([P]([Pd]([P](C2C=CC=CC=2)(C2C=CC=CC=2)C2C=CC=CC=2)([P](C2C=CC=CC=2)(C2C=CC=CC=2)C2C=CC=CC=2)[P](C2C=CC=CC=2)(C2C=CC=CC=2)C2C=CC=CC=2)(C2C=CC=CC=2)C2C=CC=CC=2)=CC=1. (8) The reactants are [C:1]([NH:4][C:5]1[CH:31]=[CH:30][CH:29]=[C:7]2[C:8]([N:10]([CH:13]([C:18]3[CH:23]=[CH:22][C:21]([O:24][CH3:25])=[C:20]([O:26][CH2:27][CH3:28])[CH:19]=3)[CH2:14][C:15]([OH:17])=O)[C:11](=[O:12])[C:6]=12)=[O:9])(=[O:3])[CH3:2].C(N1C=CN=C1)(N1C=CN=C1)=O.Cl.[NH2:45][OH:46].O. The catalyst is C1COCC1. The product is [C:1]([NH:4][C:5]1[CH:31]=[CH:30][CH:29]=[C:7]2[C:8]([N:10]([CH:13]([C:18]3[CH:23]=[CH:22][C:21]([O:24][CH3:25])=[C:20]([O:26][CH2:27][CH3:28])[CH:19]=3)[CH2:14][C:15]([NH:45][OH:46])=[O:17])[C:11](=[O:12])[C:6]=12)=[O:9])(=[O:3])[CH3:2]. The yield is 0.480. (9) The product is [Br:23][C:4]1[C:3]([O:2][CH3:1])=[CH:12][CH:11]=[C:10]2[C:5]=1[CH:6]=[CH:7][C:8]([C:13]1[CH:22]=[CH:21][C:16]([C:17]([O:19][CH3:20])=[O:18])=[CH:15][CH:14]=1)=[N:9]2. The yield is 1.00. The reactants are [CH3:1][O:2][C:3]1[CH:4]=[C:5]2[C:10](=[CH:11][CH:12]=1)[N:9]=[C:8]([C:13]1[CH:22]=[CH:21][C:16]([C:17]([O:19][CH3:20])=[O:18])=[CH:15][CH:14]=1)[CH:7]=[CH:6]2.[Br:23]Br. The catalyst is C(Cl)Cl. (10) The reactants are C([O:3][C:4]([CH:6]1[CH2:8][CH:7]1[C:9]1[NH:13][C:12]2[CH:14]=[CH:15][C:16]([C:18]([N:20]3[CH2:26][C:25]4([CH3:28])[CH2:27][CH:21]3[CH2:22][C:23]([CH3:30])([CH3:29])[CH2:24]4)=[O:19])=[CH:17][C:11]=2[N:10]=1)=[O:5])C.[OH-].[Na+]. The catalyst is C(O)C. The product is [CH3:28][C:25]12[CH2:27][CH:21]([N:20]([C:18]([C:16]3[CH:15]=[CH:14][C:12]4[NH:13][C:9]([CH:7]5[CH2:8][CH:6]5[C:4]([OH:5])=[O:3])=[N:10][C:11]=4[CH:17]=3)=[O:19])[CH2:26]1)[CH2:22][C:23]([CH3:30])([CH3:29])[CH2:24]2. The yield is 0.880.